This data is from Kir2.1 potassium channel HTS with 301,493 compounds. The task is: Binary Classification. Given a drug SMILES string, predict its activity (active/inactive) in a high-throughput screening assay against a specified biological target. (1) The compound is s1c(nnc1NC(=O)COc1ccc([N+]([O-])=O)cc1)CC. The result is 0 (inactive). (2) The compound is S(=O)(=O)(N\C(=N\CCc1c(OC)cccc1)N)c1c(OC)ccc(OC)c1. The result is 0 (inactive). (3) The compound is Fc1ccc(C(=O)Nc2nc(nc3c2cccc3)c2ccccc2)cc1. The result is 0 (inactive). (4) The drug is s1c(nc(c2cc3c(oc2=O)cccc3)c1)Cc1scc(n1)c1ccc(cc1)C. The result is 0 (inactive). (5) The molecule is S(=O)(=O)(N1CCCC1)c1ccc(S(=O)(=O)NCC(OC)OC)cc1. The result is 0 (inactive). (6) The molecule is O=C(N1CCCC1)Cn1c2c(c(c1)C#N)cccc2. The result is 0 (inactive).